This data is from Drug-target binding data from BindingDB using Ki measurements. The task is: Regression. Given a target protein amino acid sequence and a drug SMILES string, predict the binding affinity score between them. We predict pKi (pKi = -log10(Ki in M); higher means stronger inhibition). Dataset: bindingdb_ki. (1) The compound is C[C@@H](N)[C@H](O)c1ccccc1. The target protein (P10938) has sequence MSGTDRSQAAGAVPDSDPGLAAVSSAYQRFEPRAYLRNNYAPPRGDLSCPDGVGPWKLRCLAQTFATGEVSGRTLIDIGSGPTIYQLLSACAHFEDITMTDFLEVNRQELRLWLREEPGAFDWSVYSQHVCLIEGKGESWQEKECQLRARVKRILPIDVHRPQPLGAGGLAPLPADALVSAFCLEAVSPDLASFQRALDHITTLLRPGGHLLLIGALEESWYLAGEARLAVVPVREEEVREALVRTATRCGICARTPMPAHLQTGVDDVKGIFFTRAQKKVGV. The pKi is 2.6. (2) The compound is CN1C[C@H](C(=O)N[C@]2(C)O[C@@]3(O)[C@@H]4CCCN4C(=O)[C@H](Cc4ccccc4)N3C2=O)C=C2c3cccc4[nH]cc(c34)C[C@H]21. The target protein sequence is MNLTNYTTEASVAVKPKTVTEKMLICMTLVIITTLTMLLNSAVIMAICTTRKLHQPANYLICSLAVTDLLVAVLVMPLSVMYIVMDNWRLGYFICEVWLSVDMTCCTCSILHLCVIALDRYWAITKAIEYARKRTARRAGLMILTVWTISIFISMPPLFWRSHRQVSPPPSQCTIQHDHVIYTIYSTLGAFYIPLTLILILYYRIYHAAKSLYQKRGSSRHLSNRSTDSQNSFASCKLTQTFCVSDFSTSDPTTEFEKIHTSIRIPPFDNDLDQPGERQQISSTRERKAARILGLILGAFILSWLPFFIKELIVGLSIYTVSSEVGDFLTWLGYVNSLINPLLYTSFNEDFKLAFKKLIRCREHT. The pKi is 6.2. (3) The compound is NNC(=O)CCC([NH3+])C(=O)[O-]. The target protein (P0A6F1) has sequence MIKSALLVLEDGTQFHGRAIGATGSAVGEVVFNTSMTGYQEILTDPSYSRQIVTLTYPHIGNVGTNDADEESSQVHAQGLVIRDLPLIASNFRNTEDLSSYLKRHNIVAIADIDTRKLTRLLREKGAQNGCIIAGDNPDAALALEKARAFPGLNGMDLAKEVTTAEAYSWTQGSWTLTGGLPEAKKEDELPFHVVAYDFGAKRNILRMLVDRGCRLTIVPAQTSAEDVLKMNPDGIFLSNGPGDPAPCDYAITAIQKFLETDIPVFGICLGHQLLALASGAKTVKMKFGHHGGNHPVKDVEKNVVMITAQNHGFAVDEATLPANLRVTHKSLFDGTLQGIHRTDKPAFSFQGHPEASPGPHDAAPLFDHFIELIEQYRKTAK. The pKi is 3.5. (4) The compound is CCCC[C@H](NC(=O)[C@H](CCC(N)=O)NC(=O)[C@H](CO)NC(=O)[C@H](CO)NC(=O)CCCCCN)C(=O)N[C@H](CC(C)C)B(O)O. The target protein (P07288) has sequence MWVPVVFLTLSVTWIGAAPLILSRIVGGWECEKHSQPWQVLVASRGRAVCGGVLVHPQWVLTAAHCIRNKSVILLGRHSLFHPEDTGQVFQVSHSFPHPLYDMSLLKNRFLRPGDDSSHDLMLLRLSEPAELTDAVKVMDLPTQEPALGTTCYASGWGSIEPEEFLTPKKLQCVDLHVISNDVCAQVHPQKVTKFMLCAGRWTGGKSTCSGDSGGPLVCNGVLQGITSWGSEPCALPERPSLYTKVVHYRKWIKDTIVANP. The pKi is 7.4. (5) The drug is CN1C2CCC1CC(OC(=O)C(CO)c1ccccc1)C2. The target protein (P06199) has sequence MNNSTNSSNSGLALTSPYKTFEVVFIVLVAGSLSLVTIIGNILVMVSIKVNRHLQTVNNYFLFSLACADLIIGVFSMNLYTLYTVIGYWPLGPVVCDLWLALDYVVSNASVMNLLIISFDRYFCVTKPLTYPVKRTTKMAGMMIAAAWVLSFILWAPAILFWQFIVGVRTVEDGECYIQFFSNAAVTFGTAIAAFYLPVIIMTVLYWHISRASKSRIKKDKKEPVANQEPVSPSLVQGRIVKPNNNNMPGSDEALEHNKIQNGKAPRDAVTENCVQGEEKESSNDSTSVSAVASNMRDDEITQDENTVSTSLGHSKDENSKQTCIKIVTKTQKSDSCTPANTTVELVGSSGQNGDEKQNIVARKIVKMTKQPAKKKPPPSREKKVTRTILAILLAFIITWAPYNVMVLINTFCAPCIPNTVWTIGYWLCYINSTINPACYALCNATFKKTFKHLLMCHYKNIGATR. The pKi is 8.7.